Dataset: Forward reaction prediction with 1.9M reactions from USPTO patents (1976-2016). Task: Predict the product of the given reaction. Given the reactants [C:1]1(=[O:5])[O:4][CH2:3][CH2:2]1.[C:6]([C:8]1[C:16]2[CH2:15][CH2:14][NH:13][CH2:12][C:11]=2[S:10][C:9]=1[NH:17][C:18](=[O:27])[CH2:19][CH2:20][C:21]1[CH:26]=[CH:25][CH:24]=[CH:23][CH:22]=1)#[N:7], predict the reaction product. The product is: [C:6]([C:8]1[C:16]2[CH2:15][CH2:14][N:13]([C:1](=[O:5])[CH2:2][CH2:3][OH:4])[CH2:12][C:11]=2[S:10][C:9]=1[NH:17][C:18](=[O:27])[CH2:19][CH2:20][C:21]1[CH:26]=[CH:25][CH:24]=[CH:23][CH:22]=1)#[N:7].